From a dataset of Reaction yield outcomes from USPTO patents with 853,638 reactions. Predict the reaction yield, written as a fraction of the theoretical maximum amount of product (1.0 means a 100% yield; for example, 0.34 means a 34% yield). (1) The reactants are Br[C:2]1[CH:3]=[CH:4][C:5]([F:19])=[C:6]([C:8]2[CH:13]=[CH:12][C:11]([S:14]([NH:17][CH3:18])(=[O:16])=[O:15])=[CH:10][CH:9]=2)[CH:7]=1.[B:20]1([B:20]2[O:24][C:23]([CH3:26])([CH3:25])[C:22]([CH3:28])([CH3:27])[O:21]2)[O:24][C:23]([CH3:26])([CH3:25])[C:22]([CH3:28])([CH3:27])[O:21]1.C([O-])(=O)C.[K+].CS(C)=O. The catalyst is O1CCOCC1.CCOC(C)=O.O.C1C=CC(P(C2C=CC=CC=2)[C-]2C=CC=C2)=CC=1.C1C=CC(P(C2C=CC=CC=2)[C-]2C=CC=C2)=CC=1.Cl[Pd]Cl.[Fe+2]. The product is [F:19][C:5]1[CH:4]=[CH:3][C:2]([B:20]2[O:24][C:23]([CH3:26])([CH3:25])[C:22]([CH3:28])([CH3:27])[O:21]2)=[CH:7][C:6]=1[C:8]1[CH:13]=[CH:12][C:11]([S:14]([NH:17][CH3:18])(=[O:16])=[O:15])=[CH:10][CH:9]=1. The yield is 0.860. (2) The reactants are [CH2:1]([NH2:4])[C:2]#[CH:3].C(N(CC)CC)C.Cl[C:13]([O:15][CH2:16][C:17]1[CH:22]=[CH:21][CH:20]=[CH:19][CH:18]=1)=[O:14]. The catalyst is C(Cl)Cl. The product is [CH2:1]([NH:4][C:13](=[O:14])[O:15][CH2:16][C:17]1[CH:22]=[CH:21][CH:20]=[CH:19][CH:18]=1)[C:2]#[CH:3]. The yield is 0.560. (3) The reactants are [F:1][C:2]1([F:56])[CH2:7][CH2:6][CH:5]([C:8]2[C:17]3[CH:16]([O:18][CH2:19][C:20]4[CH:25]=[CH:24][C:23]([O:26][CH3:27])=[CH:22][CH:21]=4)[CH2:15][C:14]([CH3:29])([CH3:28])[CH2:13][C:12]=3[N:11]=[C:10]([CH:30]3[CH2:35][CH2:34][N:33]([C:36]4[N:41]=[CH:40][C:39]([CH:42]=[O:43])=[CH:38][N:37]=4)[CH2:32][CH2:31]3)[C:9]=2[CH:44]([F:55])[C:45]2[CH:50]=[CH:49][C:48]([C:51]([F:54])([F:53])[F:52])=[CH:47][CH:46]=2)[CH2:4][CH2:3]1.[CH2:57]([Mg]Br)[CH:58]([CH3:60])[CH3:59].O1CCCC1.[Cl-].[NH4+]. The catalyst is O1CCCC1. The product is [F:56][C:2]1([F:1])[CH2:7][CH2:6][CH:5]([C:8]2[C:17]3[CH:16]([O:18][CH2:19][C:20]4[CH:21]=[CH:22][C:23]([O:26][CH3:27])=[CH:24][CH:25]=4)[CH2:15][C:14]([CH3:28])([CH3:29])[CH2:13][C:12]=3[N:11]=[C:10]([CH:30]3[CH2:31][CH2:32][N:33]([C:36]4[N:41]=[CH:40][C:39]([CH:42]([OH:43])[CH2:57][CH:58]([CH3:60])[CH3:59])=[CH:38][N:37]=4)[CH2:34][CH2:35]3)[C:9]=2[CH:44]([F:55])[C:45]2[CH:46]=[CH:47][C:48]([C:51]([F:53])([F:52])[F:54])=[CH:49][CH:50]=2)[CH2:4][CH2:3]1. The yield is 1.00. (4) The product is [Br:1][C:2]1[CH:10]=[CH:9][C:5]([CH2:6][OH:7])=[C:4]([Cl:11])[CH:3]=1. The catalyst is C1COCC1. The yield is 0.500. The reactants are [Br:1][C:2]1[CH:10]=[CH:9][C:5]([C:6](O)=[O:7])=[C:4]([Cl:11])[CH:3]=1.B.C1COCC1.C([O-])([O-])=O.[K+].[K+].O. (5) The reactants are [CH2:1]([O:3][C:4]1[C:12]([O:13][CH3:14])=[CH:11][CH:10]=[CH:9][C:5]=1[CH2:6]CN)[CH3:2].[CH3:15][NH:16]CC1C=CC2C(=CC=CC=2)C=1CCC.[ClH:31].[CH3:32][N:33]1[CH2:38][CH2:37][N:36]([C:39](=[O:58])[CH2:40][N:41]2[CH2:47][C:46]3[CH:48]=[C:49](/[CH:52]=[CH:53]/[C:54]([OH:56])=O)[CH:50]=[N:51][C:45]=3[NH:44][C:43](=[O:57])[CH2:42]2)[CH2:35][CH2:34]1.Cl.CN1CC2C=C(/C=C/C(O)=O)C=NC=2NC(=O)C1. No catalyst specified. The product is [ClH:31].[CH2:1]([O:3][C:4]1[C:12]([O:13][CH3:14])=[CH:11][CH:10]=[CH:9][C:5]=1[CH2:6][N:16]([CH3:15])[C:54](=[O:56])/[CH:53]=[CH:52]/[C:49]1[CH:50]=[N:51][C:45]2[NH:44][C:43](=[O:57])[CH2:42][N:41]([CH2:40][C:39]([N:36]3[CH2:37][CH2:38][N:33]([CH3:32])[CH2:34][CH2:35]3)=[O:58])[CH2:47][C:46]=2[CH:48]=1)[CH3:2]. The yield is 0.470. (6) The reactants are [CH:1]1([N:4]([C:23](=[O:30])[CH2:24][C:25]([O:27][CH2:28][CH3:29])=[O:26])[C:5]2[C:6]([C:19]([O:21]C)=O)=[N:7][CH:8]=[C:9]([CH2:11][C:12]3[CH:17]=[CH:16][C:15]([F:18])=[CH:14][CH:13]=3)[CH:10]=2)[CH2:3][CH2:2]1.[O-]CC.[Na+]. The catalyst is C(O)C. The product is [CH:1]1([N:4]2[C:5]3[C:6](=[N:7][CH:8]=[C:9]([CH2:11][C:12]4[CH:17]=[CH:16][C:15]([F:18])=[CH:14][CH:13]=4)[CH:10]=3)[C:19]([OH:21])=[C:24]([C:25]([O:27][CH2:28][CH3:29])=[O:26])[C:23]2=[O:30])[CH2:3][CH2:2]1. The yield is 0.980. (7) The reactants are [CH2:1]([NH:5][CH2:6][C:7]1[CH:12]=[CH:11][CH:10]=[C:9]([O:13][CH3:14])[C:8]=1[O:15][CH3:16])[CH2:2][CH2:3][CH3:4].[CH2:17]([O:19][C@H:20]([C:33]([O:35][CH2:36][CH3:37])=[O:34])[CH2:21][C:22]1[CH:32]=[CH:31][C:25]([O:26][CH2:27][C:28](O)=[O:29])=[CH:24][CH:23]=1)[CH3:18].C(N(CC)C(C)C)(C)C.F[B-](F)(F)F.N1(OC(N(C)C)=[N+](C)C)C2C=CC=CC=2N=N1. The catalyst is C(Cl)Cl. The product is [CH2:1]([N:5]([CH2:6][C:7]1[CH:12]=[CH:11][CH:10]=[C:9]([O:13][CH3:14])[C:8]=1[O:15][CH3:16])[C:28](=[O:29])[CH2:27][O:26][C:25]1[CH:24]=[CH:23][C:22]([CH2:21][C@H:20]([O:19][CH2:17][CH3:18])[C:33]([O:35][CH2:36][CH3:37])=[O:34])=[CH:32][CH:31]=1)[CH2:2][CH2:3][CH3:4]. The yield is 0.430. (8) The reactants are CN(C(ON1N=NC2C=CC=NC1=2)=[N+](C)C)C.F[P-](F)(F)(F)(F)F.CCN(C(C)C)C(C)C.[C:34]([O:38][C:39]([NH:41][C@H:42]1[C:50]2[C:45](=[CH:46][CH:47]=[C:48]([C:51]([OH:53])=O)[CH:49]=2)[CH2:44][CH2:43]1)=[O:40])([CH3:37])([CH3:36])[CH3:35].[CH3:54][NH:55][CH:56]1[CH2:61][CH2:60][N:59]([C:62]2[CH:67]=[CH:66][N:65]=[CH:64][CH:63]=2)[CH2:58][CH2:57]1. The catalyst is C1COCC1.ClCCl. The product is [CH3:54][N:55]([CH:56]1[CH2:57][CH2:58][N:59]([C:62]2[CH:63]=[CH:64][N:65]=[CH:66][CH:67]=2)[CH2:60][CH2:61]1)[C:51]([C:48]1[CH:49]=[C:50]2[C:45]([CH2:44][CH2:43][C@H:42]2[NH:41][C:39](=[O:40])[O:38][C:34]([CH3:35])([CH3:36])[CH3:37])=[CH:46][CH:47]=1)=[O:53]. The yield is 0.640. (9) The reactants are [N:1]1([CH2:6][C@@H:7]2[C@H:10]([NH:11][C:12](=[O:39])/[C:13](=[N:27]\[O:28][C:29]([CH3:38])([CH3:37])[C:30]([O:32]C(C)(C)C)=[O:31])/[C:14]3[N:15]=[C:16]([NH:19]C(OC(C)(C)C)=O)[S:17][CH:18]=3)[C:9](=[O:40])[N:8]2[S:41]([OH:44])(=[O:43])=[O:42])[CH:5]=[CH:4][N:3]=[N:2]1.C(O)(C(F)(F)F)=O. The catalyst is C(Cl)Cl. The product is [N:1]1([CH2:6][C@@H:7]2[C@H:10]([NH:11][C:12](=[O:39])/[C:13](=[N:27]\[O:28][C:29]([CH3:38])([CH3:37])[C:30]([OH:32])=[O:31])/[C:14]3[N:15]=[C:16]([NH2:19])[S:17][CH:18]=3)[C:9](=[O:40])[N:8]2[S:41]([OH:44])(=[O:42])=[O:43])[CH:5]=[CH:4][N:3]=[N:2]1. The yield is 0.200. (10) The reactants are [O:1]1[CH:5]=[CH:4][CH:3]=[C:2]1[C:6]1[N:10]([C:11]2[CH:16]=[CH:15][C:14]([O:17][CH3:18])=[CH:13][CH:12]=2)[N:9]=[C:8]([C:19]([NH2:21])=O)[CH:7]=1.N1C=CC=CC=1.O1CCOCC1.FC(F)(F)C(OC(=O)C(F)(F)F)=O. The catalyst is C(OCC)(=O)C.O. The product is [O:1]1[CH:5]=[CH:4][CH:3]=[C:2]1[C:6]1[N:10]([C:11]2[CH:16]=[CH:15][C:14]([O:17][CH3:18])=[CH:13][CH:12]=2)[N:9]=[C:8]([C:19]#[N:21])[CH:7]=1. The yield is 0.740.